Dataset: Forward reaction prediction with 1.9M reactions from USPTO patents (1976-2016). Task: Predict the product of the given reaction. Given the reactants C([O:8][C:9]1[CH:10]=[C:11]2[C:15](=[CH:16][CH:17]=1)[NH:14][CH:13]=[CH:12]2)C1C=CC=CC=1.[H-].[Na+].Cl[C:21]1[N:22]=[C:23]([N:40]2[CH2:45][CH2:44][O:43][CH2:42][CH2:41]2)[C:24]2[S:29][C:28]([CH2:30][N:31]3[CH2:36][CH2:35][CH:34]([N:37]([CH3:39])[CH3:38])[CH2:33][CH2:32]3)=[CH:27][C:25]=2[N:26]=1, predict the reaction product. The product is: [CH3:38][N:37]([CH3:39])[CH:34]1[CH2:35][CH2:36][N:31]([CH2:30][C:28]2[S:29][C:24]3[C:23]([N:40]4[CH2:45][CH2:44][O:43][CH2:42][CH2:41]4)=[N:22][C:21]([N:14]4[C:15]5[C:11](=[CH:10][C:9]([OH:8])=[CH:17][CH:16]=5)[CH:12]=[CH:13]4)=[N:26][C:25]=3[CH:27]=2)[CH2:32][CH2:33]1.